This data is from Reaction yield outcomes from USPTO patents with 853,638 reactions. The task is: Predict the reaction yield, written as a fraction of the theoretical maximum amount of product (1.0 means a 100% yield; for example, 0.34 means a 34% yield). (1) The reactants are [Cl:1][C:2]1[CH:16]=[C:15](I)[CH:14]=[C:13]([Cl:18])[C:3]=1[C:4]([NH:6][C:7]1[CH:12]=[CH:11][N:10]=[CH:9][CH:8]=1)=[O:5].CC1(C)C(C)(C)OB([C:27]2[CH:28]=[N:29][NH:30][CH:31]=2)O1.C([O-])([O-])=O.[Cs+].[Cs+]. The catalyst is CC#N.O.C1C=CC(P(C2C=CC=CC=2)[C-]2C=CC=C2)=CC=1.C1C=CC(P(C2C=CC=CC=2)[C-]2C=CC=C2)=CC=1.Cl[Pd]Cl.[Fe+2]. The product is [Cl:1][C:2]1[CH:16]=[C:15]([C:28]2[CH:27]=[CH:31][NH:30][N:29]=2)[CH:14]=[C:13]([Cl:18])[C:3]=1[C:4]([NH:6][C:7]1[CH:12]=[CH:11][N:10]=[CH:9][CH:8]=1)=[O:5]. The yield is 0.170. (2) The reactants are BrP([CH2:21][C:22]1[CH:27]=[CH:26][C:25]([Cl:28])=[C:24]([Cl:29])[CH:23]=1)(C1C=CC=CC=1)(C1C=CC=CC=1)C1C=CC=CC=1.C[Si](C)(C)N[Si](C)(C)C.[Na].[OH:40][C:41]1[CH:42]=[C:43]([CH:46]=[CH:47][C:48]=1[N+:49]([O-:51])=[O:50])[CH:44]=O. The catalyst is C1COCC1. The product is [Cl:29][C:24]1[CH:23]=[C:22]([CH:21]=[CH:44][C:43]2[CH:46]=[CH:47][C:48]([N+:49]([O-:51])=[O:50])=[C:41]([OH:40])[CH:42]=2)[CH:27]=[CH:26][C:25]=1[Cl:28]. The yield is 0.600. (3) The reactants are [CH:1]1[C:10]2[C:5](=[CH:6][CH:7]=[CH:8][CH:9]=2)[CH:4]=[CH:3][C:2]=1[OH:11].F[C:13]1[CH:18]=[CH:17][C:16]([F:19])=[CH:15][C:14]=1[N+:20]([O-:22])=[O:21].[F:23][C:24]1[CH:25]=[CH:26][C:27]([O:31][C:32]2[CH:41]=[CH:40][C:39]3[C:34](=[CH:35][CH:36]=[CH:37][CH:38]=3)[CH:33]=2)=[C:28]([CH:30]=1)[NH2:29].[NH2:42][C:43]1[S:44][CH:45]=[CH:46][N:47]=1. No catalyst specified. The product is [F:19][C:16]1[CH:17]=[CH:18][C:13]([O:11][C:2]2[CH:3]=[CH:4][C:5]3[C:10](=[CH:9][CH:8]=[CH:7][CH:6]=3)[CH:1]=2)=[C:14]([N+:20]([O-:22])=[O:21])[CH:15]=1.[F:23][C:24]1[CH:25]=[CH:26][C:27]([O:31][C:32]2[CH:41]=[CH:40][C:39]3[C:34](=[CH:35][CH:36]=[CH:37][CH:38]=3)[CH:33]=2)=[C:28]([NH:29][C:2]([NH:42][C:43]2[S:44][CH:45]=[CH:46][N:47]=2)=[O:11])[CH:30]=1. The yield is 0.800. (4) The reactants are [S:1]1[CH:5]=[CH:4][CH:3]=[C:2]1[C:6]([NH:8][NH2:9])=[O:7].[CH2:10]([N:17]=[C:18]=[S:19])[C:11]1[CH:16]=[CH:15][CH:14]=[CH:13][CH:12]=1. The catalyst is C(#N)C. The product is [CH2:10]([NH:17][C:18]([NH:9][NH:8][C:6]([C:2]1[S:1][CH:5]=[CH:4][CH:3]=1)=[O:7])=[S:19])[C:11]1[CH:16]=[CH:15][CH:14]=[CH:13][CH:12]=1. The yield is 0.890. (5) The reactants are O[CH2:2][C:3](=[CH2:9])[C:4]([O:6][CH2:7][CH3:8])=[O:5].CCN(S(F)(F)[F:16])CC.C([O-])(O)=O.[Na+].C(OCC)(=O)C. The catalyst is C(Cl)Cl. The product is [F:16][CH2:2][C:3](=[CH2:9])[C:4]([O:6][CH2:7][CH3:8])=[O:5]. The yield is 0.560. (6) The reactants are [Cl:1][C:2]1[C:7]([C:8]([F:11])([F:10])[F:9])=[CH:6][N:5]=[C:4]2[NH:12][CH:13]=[C:14]([N+:15]([O-])=O)[C:3]=12.[OH-].[Na+]. The catalyst is Cl. The product is [Cl:1][C:2]1[C:7]([C:8]([F:11])([F:9])[F:10])=[CH:6][N:5]=[C:4]2[NH:12][CH:13]=[C:14]([NH2:15])[C:3]=12. The yield is 0.890.